This data is from Forward reaction prediction with 1.9M reactions from USPTO patents (1976-2016). The task is: Predict the product of the given reaction. (1) Given the reactants [OH:1][C:2]1[CH:3]=[C:4]([CH:6]=[CH:7][CH:8]=1)[NH2:5].Cl[C:10]1[N:15]=[C:14]([NH:16][C:17]2[CH:22]=[C:21]([O:23][CH3:24])[C:20]([Cl:25])=[CH:19][C:18]=2[O:26][CH3:27])[C:13]([F:28])=[CH:12][N:11]=1, predict the reaction product. The product is: [Cl:25][C:20]1[C:21]([O:23][CH3:24])=[CH:22][C:17]([NH:16][C:14]2[C:13]([F:28])=[CH:12][N:11]=[C:10]([NH:5][C:4]3[CH:6]=[CH:7][CH:8]=[C:2]([OH:1])[CH:3]=3)[N:15]=2)=[C:18]([O:26][CH3:27])[CH:19]=1. (2) The product is: [Si:40]([O:39][C@H:38]([C:47]1[CH:56]=[CH:55][C:54]([OH:57])=[C:53]2[C:48]=1[CH:49]=[CH:50][C:51](=[O:58])[NH:52]2)[CH2:37][NH:36][CH:60]1[CH2:65][CH2:64][N:63]([CH2:66][C:67]([O:69][CH2:70][C:71]2[CH:72]=[CH:73][CH:74]=[CH:75][CH:76]=2)=[O:68])[CH2:62][CH2:61]1)([C:43]([CH3:46])([CH3:45])[CH3:44])([CH3:42])[CH3:41].[NH3:10]. Given the reactants OC1C=CC([C@@H](O)CNCC2(O)CCN(CCOCCC3C=CC=CC=3)CC2)=C2C=1[NH:10]C(=O)C=C2.[NH2:36][CH2:37][C@@H:38]([C:47]1[CH:56]=[CH:55][C:54]([OH:57])=[C:53]2[C:48]=1[CH:49]=[CH:50][C:51](=[O:58])[NH:52]2)[O:39][Si:40]([C:43]([CH3:46])([CH3:45])[CH3:44])([CH3:42])[CH3:41].O=[C:60]1[CH2:65][CH2:64][N:63]([CH2:66][C:67]([O:69][CH2:70][C:71]2[CH:76]=[CH:75][CH:74]=[CH:73][CH:72]=2)=[O:68])[CH2:62][CH2:61]1.C(O[BH-](OC(=O)C)OC(=O)C)(=O)C.[Na+], predict the reaction product.